This data is from Catalyst prediction with 721,799 reactions and 888 catalyst types from USPTO. The task is: Predict which catalyst facilitates the given reaction. (1) Reactant: C([O:3][C:4]([C:6]1[C:7]([CH:16]([F:18])[F:17])=[N:8][N:9]([CH3:15])[C:10]=1[C:11]([F:14])([F:13])[F:12])=[O:5])C.[OH-].[Na+]. Product: [CH3:15][N:9]1[C:10]([C:11]([F:12])([F:13])[F:14])=[C:6]([C:4]([OH:5])=[O:3])[C:7]([CH:16]([F:18])[F:17])=[N:8]1. The catalyst class is: 8. (2) Reactant: CNC(C)CCN.[C:8]([N:15]1[CH:19]=[CH:18]N=C1)([N:10]1[CH:14]=[CH:13]N=[CH:11]1)=[O:9]. Product: [CH3:11][N:10]1[CH:14]([CH3:13])[CH2:18][CH2:19][NH:15][C:8]1=[O:9]. The catalyst class is: 7.